Dataset: Catalyst prediction with 721,799 reactions and 888 catalyst types from USPTO. Task: Predict which catalyst facilitates the given reaction. Reactant: [Br:1][CH2:2][CH2:3][CH2:4][N:5]1[C:14]2[C:15]3[CH:16]=[CH:17][C:18]([O:23][CH3:24])=[CH:19][C:20]=3[C:21](=[O:22])[C:13]=2[C:12]2[C:7](=[CH:8][C:9]([N+:25]([O-])=O)=[CH:10][CH:11]=2)[C:6]1=[O:28].CO.C(OCC)(=O)C. Product: [NH2:25][C:9]1[CH:8]=[C:7]2[C:12]([C:13]3[C:21](=[O:22])[C:20]4[CH:19]=[C:18]([O:23][CH3:24])[CH:17]=[CH:16][C:15]=4[C:14]=3[N:5]([CH2:4][CH2:3][CH2:2][Br:1])[C:6]2=[O:28])=[CH:11][CH:10]=1. The catalyst class is: 7.